Dataset: Full USPTO retrosynthesis dataset with 1.9M reactions from patents (1976-2016). Task: Predict the reactants needed to synthesize the given product. (1) Given the product [Cl:1][C:2]1[N:3]=[C:4]([NH:34][CH2:33][C:32]([F:36])([F:35])[F:31])[C:5]2[CH:10]=[CH:9][N:8]([S:11]([C:14]3[CH:19]=[CH:18][C:17]([CH3:20])=[CH:16][CH:15]=3)(=[O:13])=[O:12])[C:6]=2[N:7]=1, predict the reactants needed to synthesize it. The reactants are: [Cl:1][C:2]1[N:3]=[C:4](Cl)[C:5]2[CH:10]=[CH:9][N:8]([S:11]([C:14]3[CH:19]=[CH:18][C:17]([CH3:20])=[CH:16][CH:15]=3)(=[O:13])=[O:12])[C:6]=2[N:7]=1.CCN(C(C)C)C(C)C.[F:31][C:32]([F:36])([F:35])[CH2:33][NH2:34].O. (2) Given the product [CH3:34][O:33][CH2:32][CH2:31][O:30][CH2:29][CH2:28][O:21][C:18]1[CH:17]=[CH:16][C:15]2[N:14]3[CH2:22][CH2:23][CH2:24][C:13]3=[C:12]([CH2:11][C@@H:10]([NH2:9])[CH3:25])[C:20]=2[CH:19]=1, predict the reactants needed to synthesize it. The reactants are: [H-].[Na+].C(OC(=O)[NH:9][C@@H:10]([CH3:25])[CH2:11][C:12]1[C:20]2[CH:19]=[C:18]([OH:21])[CH:17]=[CH:16][C:15]=2[N:14]2[CH2:22][CH2:23][CH2:24][C:13]=12)(C)(C)C.Br[CH2:28][CH2:29][O:30][CH2:31][CH2:32][O:33][CH3:34].O.